From a dataset of Forward reaction prediction with 1.9M reactions from USPTO patents (1976-2016). Predict the product of the given reaction. (1) Given the reactants [Cl-].[Ca+2].[Cl-].[OH-].[Ca+2].[OH-].Br[CH2:8][CH:9]([OH:15])[CH2:10][C:11]([O:13][CH3:14])=[O:12].[C-]#N.[Na+].Cl.[CH2:20]([N:22](CC)CC)C.S(OCC)(O[CH2:31]C)(=O)=O.C(=O)([O-])O.[Na+], predict the reaction product. The product is: [C:20]([CH2:8][CH:9]([OH:15])[CH2:10][C:11]([O:13][CH2:14][CH3:31])=[O:12])#[N:22]. (2) Given the reactants [CH3:1][N:2]([C@@H:10]([CH3:46])[C:11]([NH:13][C@H:14]1[C@H:20]([CH3:21])[N:19]([C:22](=[O:28])[CH2:23][S:24]([CH3:27])(=[O:26])=[O:25])[C:18]2[CH:29]=[CH:30][CH:31]=[CH:32][C:17]=2[N:16]([CH2:33][C:34]2[C:43]3[C:38](=[CH:39][CH:40]=[CH:41][CH:42]=3)[N:37]=[CH:36][C:35]=2[CH3:44])[C:15]1=[O:45])=[O:12])C(=O)OC(C)(C)C.[ClH:47], predict the reaction product. The product is: [ClH:47].[CH3:21][C@@H:20]1[N:19]([C:22](=[O:28])[CH2:23][S:24]([CH3:27])(=[O:26])=[O:25])[C:18]2[CH:29]=[CH:30][CH:31]=[CH:32][C:17]=2[N:16]([CH2:33][C:34]2[C:43]3[C:38](=[CH:39][CH:40]=[CH:41][CH:42]=3)[N:37]=[CH:36][C:35]=2[CH3:44])[C:15](=[O:45])[C@H:14]1[NH:13][C:11](=[O:12])[C@@H:10]([NH:2][CH3:1])[CH3:46]. (3) Given the reactants [NH:1](C(OCC1C=CC=CC=1)=O)[C@H:2]([C:13]([NH:15][CH2:16][C:17]1[CH:22]=[CH:21][CH:20]=[CH:19][CH:18]=1)=[O:14])[CH2:3][C:4]1[C:12]2[C:7](=[CH:8][CH:9]=[CH:10][CH:11]=2)[NH:6][CH:5]=1, predict the reaction product. The product is: [NH2:1][C@H:2]([C:13]([NH:15][CH2:16][C:17]1[CH:22]=[CH:21][CH:20]=[CH:19][CH:18]=1)=[O:14])[CH2:3][C:4]1[C:12]2[C:7](=[CH:8][CH:9]=[CH:10][CH:11]=2)[NH:6][CH:5]=1. (4) Given the reactants [F:1][C:2]([F:30])([F:29])[S:3]([NH:6][C:7]1[CH:12]=[CH:11][C:10]([CH2:13][CH2:14][N:15]2[C:25](=[O:26])[C:24]3[N:27]4[C:17](=[CH:18][N:19]=[C:20]4[CH:21]=[CH:22][CH:23]=3)[C:16]2=[O:28])=[CH:9][CH:8]=1)(=[O:5])=[O:4].[ClH:31], predict the reaction product. The product is: [ClH:31].[F:29][C:2]([F:1])([F:30])[S:3]([NH:6][C:7]1[CH:12]=[CH:11][C:10]([CH2:13][CH2:14][N:15]2[C:25](=[O:26])[C:24]3[N:27]4[C:17](=[CH:18][N:19]=[C:20]4[CH:21]=[CH:22][CH:23]=3)[C:16]2=[O:28])=[CH:9][CH:8]=1)(=[O:4])=[O:5]. (5) Given the reactants [NH:1]1[CH:5]=[C:4]([C:6]2[C:7]([C:12]3[CH:17]=[CH:16][CH:15]=[CH:14][CH:13]=3)=[N:8][O:9][C:10]=2[CH3:11])[N:3]=[CH:2]1.[F:18][C:19]([F:30])([F:29])[C:20]1[CH:25]=[CH:24][CH:23]=[CH:22][C:21]=1B(O)O, predict the reaction product. The product is: [CH3:11][C:10]1[O:9][N:8]=[C:7]([C:12]2[CH:13]=[CH:14][CH:15]=[CH:16][CH:17]=2)[C:6]=1[C:4]1[N:3]=[CH:2][N:1]([C:21]2[CH:22]=[CH:23][CH:24]=[CH:25][C:20]=2[C:19]([F:30])([F:29])[F:18])[CH:5]=1.